From a dataset of Reaction yield outcomes from USPTO patents with 853,638 reactions. Predict the reaction yield, written as a fraction of the theoretical maximum amount of product (1.0 means a 100% yield; for example, 0.34 means a 34% yield). The reactants are [CH2:1]([O:3][C:4](=[O:34])[C:5]([CH3:33])([O:22][C:23]1[CH:24]=[C:25]2[C:30](=[CH:31][CH:32]=1)[N:29]=[CH:28][CH:27]=[CH:26]2)[CH:6]([C:8]1[CH:13]=[CH:12][C:11]([O:14][CH2:15][C:16]2[CH:21]=[CH:20][CH:19]=[CH:18][CH:17]=2)=[CH:10][CH:9]=1)O)[CH3:2].FC(F)(F)C(O)=O.C([SiH](CC)CC)C. The catalyst is ClC(Cl)C.CCOCC. The product is [CH2:1]([O:3][C:4](=[O:34])[C:5]([CH3:33])([O:22][C:23]1[CH:24]=[C:25]2[C:30](=[CH:31][CH:32]=1)[N:29]=[CH:28][CH:27]=[CH:26]2)[CH2:6][C:8]1[CH:9]=[CH:10][C:11]([O:14][CH2:15][C:16]2[CH:21]=[CH:20][CH:19]=[CH:18][CH:17]=2)=[CH:12][CH:13]=1)[CH3:2]. The yield is 0.860.